This data is from Full USPTO retrosynthesis dataset with 1.9M reactions from patents (1976-2016). The task is: Predict the reactants needed to synthesize the given product. (1) Given the product [CH2:19]([C@@:22]1([CH2:65][O:66][CH2:67][CH2:68][Si:69]([CH3:72])([CH3:71])[CH3:70])[CH2:27][C@H:26]([C:28]2[CH:33]=[CH:32][CH:31]=[C:30]([Cl:34])[CH:29]=2)[C@@H:25]([C:35]2[CH:36]=[CH:37][C:38]([Cl:41])=[CH:39][CH:40]=2)[N:24]([C@@H:42]([CH2:62][CH3:63])[CH2:43][OH:44])[C:23]1=[O:64])[CH:20]=[CH2:21], predict the reactants needed to synthesize it. The reactants are: CCCC[N+](CCCC)(CCCC)CCCC.[F-].[CH2:19]([C@:22]1([CH2:65][O:66][CH2:67][CH2:68][Si:69]([CH3:72])([CH3:71])[CH3:70])[CH2:27][C@H:26]([C:28]2[CH:33]=[CH:32][CH:31]=[C:30]([Cl:34])[CH:29]=2)[C@@H:25]([C:35]2[CH:40]=[CH:39][C:38]([Cl:41])=[CH:37][CH:36]=2)[N:24]([C@@H:42]([CH2:62][CH3:63])[CH2:43][O:44][Si](C(C)(C)C)(C2C=CC=CC=2)C2C=CC=CC=2)[C:23]1=[O:64])[CH:20]=[CH2:21]. (2) Given the product [ClH:15].[Cl:15][CH2:11][CH2:10][N:9]1[CH2:8][CH2:7][O:6][CH2:5][C@H:4]1[CH2:3][O:2][CH3:1], predict the reactants needed to synthesize it. The reactants are: [CH3:1][O:2][CH2:3][C@H:4]1[N:9]([CH2:10][CH2:11]O)[CH2:8][CH2:7][O:6][CH2:5]1.S(Cl)([Cl:15])=O.C(OCC)(=O)C. (3) Given the product [Cl:1][C:2]1[CH:7]=[CH:6][C:5]([C:8]2[C:12]3[CH2:13][N:14]([S:17]([CH3:20])(=[O:18])=[O:19])[CH2:15][CH2:16][C:11]=3[N:10]([CH2:21][CH2:22][CH2:23][N:24]3[CH2:25][CH2:26][CH:27]([N:30]4[CH2:34][CH2:33][CH2:32][C:31]4=[O:35])[CH2:28][CH2:29]3)[N:9]=2)=[CH:4][C:3]=1[CH:36]=[O:44], predict the reactants needed to synthesize it. The reactants are: [Cl:1][C:2]1[CH:7]=[CH:6][C:5]([C:8]2[C:12]3[CH2:13][N:14]([S:17]([CH3:20])(=[O:19])=[O:18])[CH2:15][CH2:16][C:11]=3[N:10]([CH2:21][CH2:22][CH2:23][N:24]3[CH2:29][CH2:28][CH:27]([N:30]4[CH2:34][CH2:33][CH2:32][C:31]4=[O:35])[CH2:26][CH2:25]3)[N:9]=2)=[CH:4][C:3]=1[CH2:36]NC1C=CC=CC=1.[OH2:44]. (4) Given the product [C:24]([C:28]1[CH:33]=[CH:32][C:31]([S:34]([NH:1][C:4]2[CH:5]=[C:6]3[C:10](=[CH:11][CH:12]=2)[NH:9][C:8]([C:13]([OH:15])=[O:14])=[C:7]3[C:18]2[CH:23]=[CH:22][CH:21]=[CH:20][CH:19]=2)(=[O:36])=[O:35])=[CH:30][CH:29]=1)([CH3:27])([CH3:25])[CH3:26], predict the reactants needed to synthesize it. The reactants are: [N+:1]([C:4]1[CH:5]=[C:6]2[C:10](=[CH:11][CH:12]=1)[NH:9][C:8]([C:13]([O:15]CC)=[O:14])=[C:7]2[C:18]1[CH:23]=[CH:22][CH:21]=[CH:20][CH:19]=1)([O-])=O.[C:24]([C:28]1[CH:33]=[CH:32][C:31]([S:34](Cl)(=[O:36])=[O:35])=[CH:30][CH:29]=1)([CH3:27])([CH3:26])[CH3:25]. (5) Given the product [Cl:15][C:16]1[CH:24]=[CH:23][CH:22]=[C:21]([F:25])[C:17]=1[CH2:18][N:19]([CH3:20])[C:12](=[O:14])[CH2:11][CH2:10][CH2:9][S:8][C:5]1[CH:4]=[CH:3][C:2]([OH:1])=[CH:7][CH:6]=1, predict the reactants needed to synthesize it. The reactants are: [OH:1][C:2]1[CH:7]=[CH:6][C:5]([S:8][CH2:9][CH2:10][CH2:11][C:12]([OH:14])=O)=[CH:4][CH:3]=1.[Cl:15][C:16]1[CH:24]=[CH:23][CH:22]=[C:21]([F:25])[C:17]=1[CH2:18][NH:19][CH3:20]. (6) Given the product [C:1]([O:5][C:6](=[O:7])[NH:8][CH2:9][C:10]1[CH:11]=[CH:12][C:13]([C:16]2[O:17][CH:18]=[C:19]([C:21]([N:48]3[CH2:45][CH2:46][CH2:47][CH2:42][CH2:43]3)=[O:23])[N:20]=2)=[CH:14][CH:15]=1)([CH3:4])([CH3:2])[CH3:3], predict the reactants needed to synthesize it. The reactants are: [C:1]([O:5][C:6]([NH:8][CH2:9][C:10]1[CH:15]=[CH:14][C:13]([C:16]2[O:17][CH:18]=[C:19]([C:21]([OH:23])=O)[N:20]=2)=[CH:12][CH:11]=1)=[O:7])([CH3:4])([CH3:3])[CH3:2].C1CN([P+](ON2N=[N:48][C:43]3C=[CH:45][CH:46]=[CH:47][C:42]2=3)(N2CCCC2)N2CCCC2)CC1.F[P-](F)(F)(F)(F)F.CCN(C(C)C)C(C)C.N1CCCCC1.